Dataset: Catalyst prediction with 721,799 reactions and 888 catalyst types from USPTO. Task: Predict which catalyst facilitates the given reaction. (1) Reactant: C(OC(N1CCC(NCC2C=CC=CC=2)C(O)C1)=O)(C)(C)C.[C:23]([OH:32])(=[O:31])[C@H:24]([C@@H:26]([C:28]([OH:30])=[O:29])[OH:27])[OH:25]. The catalyst class is: 47. Product: [C:23]([OH:32])(=[O:31])[CH:24]([CH:26]([C:28]([OH:30])=[O:29])[OH:27])[OH:25]. (2) Reactant: C([O:8][C:9]1[CH:14]=[C:13]([F:15])[C:12]([F:16])=[CH:11][C:10]=1[CH:17]=[CH2:18])C1C=CC=CC=1. Product: [CH2:17]([C:10]1[CH:11]=[C:12]([F:16])[C:13]([F:15])=[CH:14][C:9]=1[OH:8])[CH3:18]. The catalyst class is: 19. (3) Reactant: C(OC([N:11]1[CH2:16][CH:15]([O:17][CH2:18][C:19]2[CH:20]=[CH:21][C:22]3[O:27][CH2:26][CH2:25][N:24]([CH2:28][CH2:29][CH2:30][O:31][CH3:32])[C:23]=3[CH:33]=2)[CH:14]([C:34]2[CH:39]=[CH:38][C:37]([O:40][CH2:41][CH2:42][O:43][CH2:44][C:45]3[CH:50]=[CH:49][CH:48]=[CH:47][C:46]=3[Cl:51])=[CH:36][CH:35]=2)[CH:13]([OH:52])[CH2:12]1)=O)C1C=CC=CC=1.[OH-].[K+].CO. Product: [Cl:51][C:46]1[CH:47]=[CH:48][CH:49]=[CH:50][C:45]=1[CH2:44][O:43][CH2:42][CH2:41][O:40][C:37]1[CH:36]=[CH:35][C:34]([CH:14]2[CH:15]([O:17][CH2:18][C:19]3[CH:20]=[CH:21][C:22]4[O:27][CH2:26][CH2:25][N:24]([CH2:28][CH2:29][CH2:30][O:31][CH3:32])[C:23]=4[CH:33]=3)[CH2:16][NH:11][CH2:12][CH:13]2[OH:52])=[CH:39][CH:38]=1. The catalyst class is: 69.